The task is: Predict the product of the given reaction.. This data is from Forward reaction prediction with 1.9M reactions from USPTO patents (1976-2016). (1) The product is: [CH3:14][C:3]1[C:4]([C:10]([F:13])([F:12])[F:11])=[C:5]([CH:8]=[CH:9][C:2]=1[N:40]1[C@@H:36]([CH2:35][O:34][C:15]([C:16]2[CH:21]=[CH:20][CH:19]=[CH:18][CH:17]=2)([C:22]2[CH:23]=[CH:24][CH:25]=[CH:26][CH:27]=2)[C:28]2[CH:33]=[CH:32][CH:31]=[CH:30][CH:29]=2)[CH2:37][CH2:38][C:39]1=[O:41])[C:6]#[N:7]. Given the reactants Br[C:2]1[CH:9]=[CH:8][C:5]([C:6]#[N:7])=[C:4]([C:10]([F:13])([F:12])[F:11])[C:3]=1[CH3:14].[C:15]([O:34][CH2:35][C@@H:36]1[NH:40][C:39](=[O:41])[CH2:38][CH2:37]1)([C:28]1[CH:33]=[CH:32][CH:31]=[CH:30][CH:29]=1)([C:22]1[CH:27]=[CH:26][CH:25]=[CH:24][CH:23]=1)[C:16]1[CH:21]=[CH:20][CH:19]=[CH:18][CH:17]=1.C([O-])([O-])=O.[Cs+].[Cs+].CC1(C)C2C(=C(P(C3C=CC=CC=3)C3C=CC=CC=3)C=CC=2)OC2C(P(C3C=CC=CC=3)C3C=CC=CC=3)=CC=CC1=2, predict the reaction product. (2) Given the reactants [CH:1]([C:3]1[CH:8]=[CH:7][C:6]([N:9]2[CH2:14][CH2:13][CH:12]([C:15]([O:17][CH3:18])=[O:16])[CH2:11][CH2:10]2)=[C:5]([N+:19]([O-])=O)[CH:4]=1)=[O:2].[H][H], predict the reaction product. The product is: [NH2:19][C:5]1[CH:4]=[C:3]([CH:1]=[O:2])[CH:8]=[CH:7][C:6]=1[N:9]1[CH2:10][CH2:11][CH:12]([C:15]([O:17][CH3:18])=[O:16])[CH2:13][CH2:14]1. (3) Given the reactants [CH:1]1([NH:6][C:7]2[CH:15]=[CH:14][C:10]([C:11]([OH:13])=[O:12])=[CH:9][C:8]=2[N+:16]([O-])=O)[CH2:5][CH2:4][CH2:3][CH2:2]1.C#[N:20], predict the reaction product. The product is: [CH:1]1([N:6]2[C:7]3[CH:15]=[CH:14][C:10]([C:11]([OH:13])=[O:12])=[CH:9][C:8]=3[N:16]=[N:20]2)[CH2:5][CH2:4][CH2:3][CH2:2]1. (4) Given the reactants [Cl:1][C:2]1[CH:7]=[CH:6][CH:5]=[CH:4][C:3]=1[C:8]1[CH:13]=[CH:12][CH:11]=[C:10]([C:14](=O)[CH3:15])[CH:9]=1.[S:17]1[CH2:21][C:20](=[O:22])[NH:19][C:18]1=[O:23].C([O-])(=O)C.[Na+].C(OC(=O)C)(=O)C, predict the reaction product. The product is: [Cl:1][C:2]1[CH:7]=[CH:6][CH:5]=[CH:4][C:3]=1[C:8]1[CH:13]=[CH:12][CH:11]=[C:10](/[C:14](=[C:21]2/[C:20](=[O:22])[NH:19][C:18](=[O:23])[S:17]/2)/[CH3:15])[CH:9]=1. (5) Given the reactants [CH3:1][O:2][C:3]1[CH:4]=[C:5]([C:9]2[CH:14]=[CH:13][N:12]=C(C3C(N)=C(C)C=CC=3N)[N:10]=2)[CH:6]=[CH:7][CH:8]=1.[F:24][C:25]([F:36])([F:35])[C:26]1[CH:27]=[C:28]([CH:32]=[CH:33][CH:34]=1)[C:29]([OH:31])=O.F[P-](F)(F)(F)(F)F.[N:44]1(O[P+](N(C)C)(N(C)C)N(C)C)[C:48]2[CH:49]=[CH:50][CH:51]=[CH:52][C:47]=2N=N1.CCN(C(C)C)C(C)C.C[N:74]([CH:76]=O)[CH3:75], predict the reaction product. The product is: [CH3:1][O:2][C:3]1[CH:4]=[C:5]([C:9]2[CH:14]=[CH:13][N:12]=[C:76]([NH:74][C:75]3[CH:49]=[C:48]([NH:44][C:29](=[O:31])[C:28]4[CH:32]=[CH:33][CH:34]=[C:26]([C:25]([F:24])([F:36])[F:35])[CH:27]=4)[CH:47]=[CH:52][C:51]=3[CH3:50])[N:10]=2)[CH:6]=[CH:7][CH:8]=1. (6) Given the reactants [CH3:1][O:2][C:3]([CH:5]1[CH2:10][CH:9](OS(C)(=O)=O)[CH2:8][CH2:7][O:6]1)=[O:4].[F:16][C:17]([F:26])([F:25])[C:18]1[CH:19]=[C:20]([SH:24])[CH:21]=[CH:22][CH:23]=1.C([O-])([O-])=O.[K+].[K+], predict the reaction product. The product is: [CH3:1][O:2][C:3]([CH:5]1[CH2:10][CH:9]([S:24][C:20]2[CH:21]=[CH:22][CH:23]=[C:18]([C:17]([F:16])([F:25])[F:26])[CH:19]=2)[CH2:8][CH2:7][O:6]1)=[O:4].